From a dataset of Reaction yield outcomes from USPTO patents with 853,638 reactions. Predict the reaction yield, written as a fraction of the theoretical maximum amount of product (1.0 means a 100% yield; for example, 0.34 means a 34% yield). (1) The reactants are [NH2:1][C:2]1[S:3][C:4]([C:10]2[CH:15]=[CH:14][N:13]=[CH:12][CH:11]=2)=[CH:5][C:6]=1[C:7]([NH2:9])=[O:8].[C:16]1([CH3:26])[CH:21]=[CH:20][C:19](S(O)(=O)=O)=CC=1.C1(=O)CCCC1. The catalyst is C1(C)C=CC=CC=1. The product is [N:13]1[CH:12]=[CH:11][C:10]([C:4]2[S:3][C:2]3[NH:1][C:19]4([CH2:20][CH2:21][CH2:16][CH2:26]4)[NH:9][C:7](=[O:8])[C:6]=3[CH:5]=2)=[CH:15][CH:14]=1. The yield is 0.150. (2) The reactants are [OH:1][CH2:2][C:3]1[CH:11]=[CH:10][C:6]([C:7]([OH:9])=O)=[C:5]([C:12]2[CH:17]=[CH:16][CH:15]=[CH:14][CH:13]=2)[CH:4]=1.Cl.CN(C)CCCN=C=NCC.ON1C(=O)C2C=CC=CC=2N=N1.Cl.[CH3:43][O:44][C:45](=[O:52])[C@H:46]([CH2:48][CH2:49][S:50][CH3:51])[NH2:47].CN1CCOCC1. The catalyst is C(OCC)(=O)C.CN(C=O)C.ClCCl. The product is [CH3:43][O:44][C:45](=[O:52])[C@H:46]([CH2:48][CH2:49][S:50][CH3:51])[NH:47][C:7](=[O:9])[C:6]1[CH:10]=[CH:11][C:3]([CH2:2][OH:1])=[CH:4][C:5]=1[C:12]1[CH:17]=[CH:16][CH:15]=[CH:14][CH:13]=1. The yield is 0.600. (3) The reactants are [NH:1]1[C:9]2[C:4](=[CH:5][CH:6]=[CH:7][CH:8]=2)[CH2:3][CH:2]1[CH2:10][OH:11].C1COCC1.C(=O)(O)[O-].[Na+].[CH2:22]([O:29][C:30](Cl)=[O:31])[C:23]1[CH:28]=[CH:27][CH:26]=[CH:25][CH:24]=1. The catalyst is O. The product is [OH:11][CH2:10][CH:2]1[CH2:3][C:4]2[C:9](=[CH:8][CH:7]=[CH:6][CH:5]=2)[N:1]1[C:30]([O:29][CH2:22][C:23]1[CH:28]=[CH:27][CH:26]=[CH:25][CH:24]=1)=[O:31]. The yield is 0.990. (4) The reactants are [CH3:1][CH:2]([CH2:6][C:7]([CH3:10])([CH3:9])[CH3:8])[CH2:3]C=O.[Cl-].[NH4+:12].[CH2:13](OCC)C.[C-:18]#[N:19].[Na+]. The catalyst is O. The product is [C:13]([CH:18]([NH2:19])[CH2:1][CH:2]([CH3:3])[CH2:6][C:7]([CH3:10])([CH3:9])[CH3:8])#[N:12]. The yield is 0.345. (5) The reactants are [F:1][C:2]1[CH:7]=[CH:6][C:5]([CH2:8][OH:9])=[CH:4][CH:3]=1.N1C=CN=C1.[C:15]([Si:19](Cl)([CH3:21])[CH3:20])([CH3:18])([CH3:17])[CH3:16]. The catalyst is CN(C=O)C. The product is [C:15]([Si:19]([O:9][CH2:8][C:5]1[CH:6]=[CH:7][C:2]([F:1])=[CH:3][CH:4]=1)([CH3:21])[CH3:20])([CH3:18])([CH3:17])[CH3:16]. The yield is 0.990. (6) The product is [Cl:1][C:2]1[C:3]([C:18]#[N:19])=[CH:4][C:5]([F:17])=[C:6]([CH2:8][CH2:9][C:10]([O:12][C:13]([CH3:16])([CH3:14])[CH3:15])=[O:11])[CH:7]=1. The reactants are [Cl:1][C:2]1[C:3]([C:18]#[N:19])=[CH:4][C:5]([F:17])=[C:6]([CH:8]=[CH:9][C:10]([O:12][C:13]([CH3:16])([CH3:15])[CH3:14])=[O:11])[CH:7]=1. The catalyst is CCO.[Pd]. The yield is 0.650.